From a dataset of Reaction yield outcomes from USPTO patents with 853,638 reactions. Predict the reaction yield, written as a fraction of the theoretical maximum amount of product (1.0 means a 100% yield; for example, 0.34 means a 34% yield). (1) The reactants are CC([O-:5])(C)C.[K+].[CH3:7][C:8]([CH3:17])([CH2:11][CH2:12][CH2:13][CH2:14][C:15]#[N:16])[C:9]#N. The catalyst is C1(C)C=CC=CC=1. The product is [CH3:7][C:8]1([CH3:17])[CH2:11][CH2:12][CH2:13][CH:14]([C:15]#[N:16])[C:9]1=[O:5]. The yield is 0.372. (2) The reactants are Br[C:2]1[CH:7]=[CH:6][C:5]([F:8])=[CH:4][C:3]=1[O:9][CH3:10].[Li]CCCC.[B:16](OC)([O:19]C)[O:17]C.Cl. The yield is 0.820. The catalyst is C1COCC1. The product is [F:8][C:5]1[CH:6]=[CH:7][C:2]([B:16]([OH:19])[OH:17])=[C:3]([O:9][CH3:10])[CH:4]=1. (3) The reactants are [F:1][C:2]1[CH:11]=[C:10]2[C:5]([C:6]([O:13][CH3:14])=[CH:7][NH:8][C:9]2=O)=[CH:4][CH:3]=1.O=P(Cl)(Cl)[Cl:17]. No catalyst specified. The product is [Cl:17][C:9]1[C:10]2[C:5](=[CH:4][CH:3]=[C:2]([F:1])[CH:11]=2)[C:6]([O:13][CH3:14])=[CH:7][N:8]=1. The yield is 0.240.